The task is: Predict which catalyst facilitates the given reaction.. This data is from Catalyst prediction with 721,799 reactions and 888 catalyst types from USPTO. (1) Reactant: [Cl:1][C:2]1[CH:3]=[C:4]([NH:8][C:9](=[N:17][OH:18])[C:10]2[C:15](F)=[CH:14][CH:13]=[CH:12][N:11]=2)[CH:5]=[CH:6][CH:7]=1.[H-].[Na+]. Product: [Cl:1][C:2]1[CH:3]=[C:4]([NH:8][C:9]2[C:10]3=[N:11][CH:12]=[CH:13][CH:14]=[C:15]3[O:18][N:17]=2)[CH:5]=[CH:6][CH:7]=1. The catalyst class is: 3. (2) Reactant: ClC1C(Cl)=CC=CC=1N1CCCN([CH2:16][CH2:17][CH2:18][O:19][C:20]2[CH:29]=[C:28]3[C:23]([CH:24]=[CH:25][C:26](=[O:30])[NH:27]3)=[CH:22][CH:21]=2)CC1.[Na+].[I-].Cl.[CH:34]([O:37][C:38]1[CH:43]=[CH:42][CH:41]=[CH:40][C:39]=1[N:44]1[CH2:50][CH2:49][CH2:48][NH:47][CH2:46][CH2:45]1)([CH3:36])[CH3:35].[C:51]([O-])([O-])=O.[K+].[K+]. Product: [CH:34]([O:37][C:38]1[CH:43]=[CH:42][CH:41]=[CH:40][C:39]=1[N:44]1[CH2:50][CH2:49][CH2:48][N:47]([CH2:51][CH2:16][CH2:17][CH2:18][O:19][C:20]2[CH:29]=[C:28]3[C:23]([CH:24]=[CH:25][C:26](=[O:30])[NH:27]3)=[CH:22][CH:21]=2)[CH2:46][CH2:45]1)([CH3:36])[CH3:35]. The catalyst class is: 144. (3) Product: [Cl:11][C:12]1[CH:13]=[C:14]([O:18][CH3:19])[CH:15]=[CH:16][C:17]=1[C:6]([C:5]1[CH:9]=[CH:10][C:2]([Cl:1])=[CH:3][CH:4]=1)=[O:7]. The catalyst class is: 2. Reactant: [Cl:1][C:2]1[CH:10]=[CH:9][C:5]([C:6](Cl)=[O:7])=[CH:4][CH:3]=1.[Cl:11][C:12]1[CH:17]=[CH:16][CH:15]=[C:14]([O:18][CH3:19])[CH:13]=1.[Al+3].[Cl-].[Cl-].[Cl-].C([O-])(O)=O.[Na+]. (4) Reactant: CC(OI1(OC(C)=O)(OC(C)=O)OC(=O)C2C=CC=CC1=2)=O.[CH3:23][CH2:24][CH:25]([O:27][C:28]([N:30]1[CH:35]([CH2:36][CH2:37][OH:38])[CH2:34][CH2:33][CH2:32][CH2:31]1)=[O:29])[CH3:26]. Product: [O:38]=[CH:37][CH2:36][CH:35]1[CH2:34][CH2:33][CH2:32][CH2:31][N:30]1[C:28]([O:27][CH:25]([CH2:24][CH3:23])[CH3:26])=[O:29]. The catalyst class is: 2. (5) Reactant: [N-:1]=[N+:2]=[N-:3].[Na+].CS(O[CH2:10][CH2:11][CH2:12][C:13]1[C:21]2[C:16](=[CH:17][CH:18]=[CH:19][C:20]=2[NH:22][C:23]2[C:31]3[C:26](=[CH:27][N:28]=[CH:29][CH:30]=3)[O:25][C:24]=2[C:32]2[N:37]=[CH:36][CH:35]=[CH:34][N:33]=2)[N:15]([C:38]([O:40][C:41]([CH3:44])([CH3:43])[CH3:42])=[O:39])[N:14]=1)(=O)=O. Product: [N:1]([CH2:10][CH2:11][CH2:12][C:13]1[C:21]2[C:16](=[CH:17][CH:18]=[CH:19][C:20]=2[NH:22][C:23]2[C:31]3[C:26](=[CH:27][N:28]=[CH:29][CH:30]=3)[O:25][C:24]=2[C:32]2[N:33]=[CH:34][CH:35]=[CH:36][N:37]=2)[N:15]([C:38]([O:40][C:41]([CH3:42])([CH3:44])[CH3:43])=[O:39])[N:14]=1)=[N+:2]=[N-:3]. The catalyst class is: 248.